The task is: Predict the reaction yield, written as a fraction of the theoretical maximum amount of product (1.0 means a 100% yield; for example, 0.34 means a 34% yield).. This data is from Reaction yield outcomes from USPTO patents with 853,638 reactions. (1) The reactants are [Cl:1][C:2]1[CH:3]=[N:4][N:5]([CH3:41])[C:6]=1[C:7]1[CH:8]=[C:9]([C:14]([NH:16][C@@H:17]([CH2:30][C:31]2[CH:36]=[CH:35][CH:34]=[CH:33][C:32]=2[C:37]([F:40])([F:39])[F:38])[CH2:18][N:19]2C(=O)C3C(=CC=CC=3)C2=O)=[O:15])[O:10][C:11]=1[CH2:12][CH3:13].NN. The catalyst is O1CCCC1.CO. The product is [NH2:19][CH2:18][C@@H:17]([NH:16][C:14]([C:9]1[O:10][C:11]([CH2:12][CH3:13])=[C:7]([C:6]2[N:5]([CH3:41])[N:4]=[CH:3][C:2]=2[Cl:1])[CH:8]=1)=[O:15])[CH2:30][C:31]1[CH:36]=[CH:35][CH:34]=[CH:33][C:32]=1[C:37]([F:40])([F:39])[F:38]. The yield is 0.700. (2) The reactants are ClC1C(C(=O)N(CCCC)CCCC)=NN(C2C=CC(C(=O)NS(C3C=CC4C(=CC=CC=4)C=3)(=O)=O)=CC=2C(O)=O)C=1C.[Cl:44][C:45]1[C:46]([C:87](=[O:97])[N:88]([CH2:93][CH2:94][CH2:95][CH3:96])[CH2:89][CH2:90][CH2:91][CH3:92])=[N:47][N:48]([C:51]2[CH:61]=[CH:60][C:59]([C:62](=[O:86])[NH:63][S:64]([C:67]3[CH:76]=[CH:75][C:74]4[C:69](=[C:70]([O:77][CH2:78][CH2:79][N:80]5[CH2:85][CH2:84][O:83][CH2:82][CH2:81]5)[CH:71]=[CH:72][CH:73]=4)[CH:68]=3)(=[O:66])=[O:65])=[CH:58][C:52]=2[C:53]([O:55]CC)=[O:54])[C:49]=1[CH3:50]. No catalyst specified. The product is [Cl:44][C:45]1[C:46]([C:87](=[O:97])[N:88]([CH2:89][CH2:90][CH2:91][CH3:92])[CH2:93][CH2:94][CH2:95][CH3:96])=[N:47][N:48]([C:51]2[CH:61]=[CH:60][C:59]([C:62](=[O:86])[NH:63][S:64]([C:67]3[CH:76]=[CH:75][C:74]4[C:69](=[C:70]([O:77][CH2:78][CH2:79][N:80]5[CH2:81][CH2:82][O:83][CH2:84][CH2:85]5)[CH:71]=[CH:72][CH:73]=4)[CH:68]=3)(=[O:66])=[O:65])=[CH:58][C:52]=2[C:53]([OH:55])=[O:54])[C:49]=1[CH3:50]. The yield is 0.970. (3) The reactants are [CH3:1][NH:2][C:3]([N:5]1[C:13]2[C:8](=[CH:9][C:10](B3OC(C)(C)C(C)(C)O3)=[CH:11][CH:12]=2)[CH2:7][CH2:6]1)=[O:4].[NH2:23][C:24]1[N:25]=[CH:26][C:27]([C:31]2[CH:36]=[CH:35][C:34]([S:37]([N:40]([CH:42]3[CH2:44][CH2:43]3)[CH3:41])(=[O:39])=[O:38])=[CH:33][CH:32]=2)=[N:28][C:29]=1Br. No catalyst specified. The product is [NH2:23][C:24]1[C:29]([C:10]2[CH:9]=[C:8]3[C:13](=[CH:12][CH:11]=2)[N:5]([C:3]([NH:2][CH3:1])=[O:4])[CH2:6][CH2:7]3)=[N:28][C:27]([C:31]2[CH:36]=[CH:35][C:34]([S:37](=[O:39])(=[O:38])[N:40]([CH:42]3[CH2:43][CH2:44]3)[CH3:41])=[CH:33][CH:32]=2)=[CH:26][N:25]=1. The yield is 0.280. (4) The reactants are [F:1][C:2]([F:21])([F:20])[C:3]1[CH:8]=[CH:7][C:6]([C:9]2[CH:10]=[C:11](C#N)[C:12]3[N:13]([CH:15]=[CH:16][N:17]=3)[CH:14]=2)=[CH:5][CH:4]=1.[I:22]Cl. No catalyst specified. The product is [I:22][C:15]1[N:13]2[CH:14]=[C:9]([C:6]3[CH:7]=[CH:8][C:3]([C:2]([F:21])([F:20])[F:1])=[CH:4][CH:5]=3)[CH:10]=[CH:11][C:12]2=[N:17][CH:16]=1. The yield is 0.670. (5) The reactants are Br[C:2]1[C:7]2[N:8]=[C:9]([NH2:11])[S:10][C:6]=2[CH:5]=[C:4]([CH3:12])[C:3]=1[F:13].[Cl:14][C:15]1[CH:16]=[C:17](B(O)O)[CH:18]=[CH:19][CH:20]=1.C1C=CC(P(C2C=CC=CC=2)C2C=CC=CC=2)=CC=1.C([O-])([O-])=O.[K+].[K+]. The catalyst is CC([O-])=O.CC([O-])=O.[Pd+2].C(O)C.O.O1CCOCC1. The product is [Cl:14][C:15]1[CH:20]=[C:19]([C:2]2[C:7]3[N:8]=[C:9]([NH2:11])[S:10][C:6]=3[CH:5]=[C:4]([CH3:12])[C:3]=2[F:13])[CH:18]=[CH:17][CH:16]=1. The yield is 0.550.